This data is from Reaction yield outcomes from USPTO patents with 853,638 reactions. The task is: Predict the reaction yield, written as a fraction of the theoretical maximum amount of product (1.0 means a 100% yield; for example, 0.34 means a 34% yield). (1) The reactants are [NH2:1][CH:2]1[CH2:7][CH2:6][N:5]([CH2:8][CH2:9][N:10]2[C:15]3[CH:16]=[C:17]([N+:20]([O-:22])=[O:21])[CH:18]=[CH:19][C:14]=3[O:13][CH2:12][C:11]2=[O:23])[CH2:4][CH2:3]1.[O:24]=[C:25]1[CH2:30][O:29][C:28]2[CH:31]=[CH:32][C:33]([CH:35]=O)=[N:34][C:27]=2[NH:26]1.C([BH3-])#N.[Na+]. No catalyst specified. The product is [N+:20]([C:17]1[CH:18]=[CH:19][C:14]2[O:13][CH2:12][C:11](=[O:23])[N:10]([CH2:9][CH2:8][N:5]3[CH2:6][CH2:7][CH:2]([NH:1][CH2:35][C:33]4[CH:32]=[CH:31][C:28]5[O:29][CH2:30][C:25](=[O:24])[NH:26][C:27]=5[N:34]=4)[CH2:3][CH2:4]3)[C:15]=2[CH:16]=1)([O-:22])=[O:21]. The yield is 0.0700. (2) The reactants are [S:1]1[CH:5]=[CH:4][CH:3]=[C:2]1[C:6](=[NH:32])[NH:7][C:8]1[CH:9]=[CH:10][C:11]2[N:16]([CH2:17][CH2:18][N:19]3[CH2:23][CH2:22][CH2:21][C@H:20]3[C:24]([O:26]C(C)(C)C)=[O:25])[CH2:15][CH2:14][S:13][C:12]=2[CH:31]=1.C1(OC)C=CC=CC=1.FC(F)(F)C(O)=O.[ClH:48].O1CCOCC1. The catalyst is C(Cl)Cl.CCOCC. The product is [ClH:48].[ClH:48].[S:1]1[CH:5]=[CH:4][CH:3]=[C:2]1[C:6](=[NH:32])[NH:7][C:8]1[CH:9]=[CH:10][C:11]2[N:16]([CH2:17][CH2:18][N:19]3[CH2:23][CH2:22][CH2:21][C@H:20]3[C:24]([OH:26])=[O:25])[CH2:15][CH2:14][S:13][C:12]=2[CH:31]=1. The yield is 0.970.